This data is from Reaction yield outcomes from USPTO patents with 853,638 reactions. The task is: Predict the reaction yield, written as a fraction of the theoretical maximum amount of product (1.0 means a 100% yield; for example, 0.34 means a 34% yield). (1) The catalyst is CC1C=CC=CC=1C. The yield is 0.790. The product is [CH3:1][O:2][C:3]([C:4]1[N:19]=[C:20]([C:21]2[CH:26]=[CH:25][C:24]([C:27]([F:30])([F:29])[F:28])=[CH:23][CH:22]=2)[NH:37][C:5]=1[C:7]1[CH:12]=[CH:11][C:10]([C:13]2[CH:18]=[CH:17][CH:16]=[CH:15][CH:14]=2)=[CH:9][CH:8]=1)=[O:32]. The reactants are [CH3:1][O:2][C:3](=[O:32])[CH:4]([NH:19][C:20](=O)[C:21]1[CH:26]=[CH:25][C:24]([C:27]([F:30])([F:29])[F:28])=[CH:23][CH:22]=1)[C:5]([C:7]1[CH:12]=[CH:11][C:10]([C:13]2[CH:18]=[CH:17][CH:16]=[CH:15][CH:14]=2)=[CH:9][CH:8]=1)=O.C([O-])(=O)C.[NH4+:37].C(O)(=O)C. (2) The reactants are [CH2:1]([O:3][C:4]([C:6]1[C:7]([CH3:23])=[C:8]([C:16]([O:18][C:19]([CH3:22])([CH3:21])[CH3:20])=[O:17])[NH:9][C:10]=1[CH:11]=[CH:12][CH2:13][CH2:14][Br:15])=[O:5])[CH3:2]. The catalyst is C(O)C.[Pd]. The product is [CH2:1]([O:3][C:4]([C:6]1[C:7]([CH3:23])=[C:8]([C:16]([O:18][C:19]([CH3:22])([CH3:21])[CH3:20])=[O:17])[NH:9][C:10]=1[CH2:11][CH2:12][CH2:13][CH2:14][Br:15])=[O:5])[CH3:2]. The yield is 0.700. (3) The reactants are C([Si](C)(C)[O:6][CH2:7][C:8]([N:11]([C:25](=[O:34])[C:26]1[CH:31]=[C:30]([CH3:32])[CH:29]=[C:28]([CH3:33])[CH:27]=1)[NH:12][C:13](=O)[C:14]1[CH:19]=[CH:18][CH:17]=[C:16]([O:20][CH3:21])[C:15]=1[CH2:22][CH3:23])([CH3:10])[CH3:9])(C)(C)C.[F-].[CH2:38]([N+](CCCC)(CCCC)CCCC)CCC.CCOCC. The catalyst is C1COCC1. The product is [CH2:22]([C:15]1[C:16]([O:20][CH3:21])=[CH:17][CH:18]=[CH:19][C:14]=1[C:13]([NH:12][N:11]([C:8]([CH3:9])([CH3:10])[CH2:7][OH:6])[C:25](=[O:34])[C:26]1[CH:31]=[C:30]([CH3:32])[CH:29]=[C:28]([CH3:33])[CH:27]=1)=[CH2:38])[CH3:23]. The yield is 0.670. (4) The product is [CH3:1][C:2]1[CH:7]=[CH:6][C:5]([S:8]([O:11][CH2:12][C@@H:13]2[O:19][C:18]3[C:20]([C:25]4[C:30]([Cl:31])=[CH:29][CH:28]=[CH:27][C:26]=4[Cl:32])=[CH:21][C:22]([F:24])=[CH:23][C:17]=3[CH2:16][CH2:15][CH2:14]2)(=[O:10])=[O:9])=[CH:4][CH:3]=1. The catalyst is C(OCC)(=O)C.C(O)C.[Pt](=O)=O. The yield is 0.850. The reactants are [CH3:1][C:2]1[CH:7]=[CH:6][C:5]([S:8]([O:11][CH2:12][C@@H:13]2[O:19][C:18]3[C:20]([C:25]4[C:30]([Cl:31])=[CH:29][CH:28]=[CH:27][C:26]=4[Cl:32])=[CH:21][C:22]([F:24])=[CH:23][C:17]=3[CH2:16][CH:15]=[CH:14]2)(=[O:10])=[O:9])=[CH:4][CH:3]=1.[H][H]. (5) The reactants are [CH:1]1[CH:6]=[CH:5][C:4]([CH:7]([NH2:11])[C:8]([NH2:10])=[O:9])=[CH:3][CH:2]=1.[CH2:12]1[CH2:18][S:15](=[O:17])(=[O:16])[O:14][CH2:13]1. The catalyst is O1CCCC1.O1CCOCC1. The product is [NH2:10][C:8](=[O:9])[C@@H:7]([NH:11][CH2:13][CH2:12][CH2:18][S:15]([OH:17])(=[O:16])=[O:14])[C:4]1[CH:3]=[CH:2][CH:1]=[CH:6][CH:5]=1. The yield is 0.340. (6) The reactants are [F:1][C:2]([F:26])([F:25])[C:3]1[CH:4]=[C:5]([S:9][CH:10]2[CH2:15][CH2:14][CH:13]([CH2:16][NH:17]C(=O)OC(C)(C)C)[CH2:12][CH2:11]2)[CH:6]=[CH:7][CH:8]=1.[OH:27]OS([O-])=O.[K+].CO.[OH2:35]. No catalyst specified. The product is [F:1][C:2]([F:26])([F:25])[C:3]1[CH:4]=[C:5]([S:9]([CH:10]2[CH2:15][CH2:14][CH:13]([CH2:16][NH2:17])[CH2:12][CH2:11]2)(=[O:27])=[O:35])[CH:6]=[CH:7][CH:8]=1. The yield is 0.240. (7) The reactants are Br[C:2]1[N:6]2[C:7](=[O:22])[CH:8]=[C:9]([CH2:11][C:12]3[CH:17]=[CH:16][CH:15]=[C:14]([C:18]([F:21])([F:20])[F:19])[CH:13]=3)[N:10]=[C:5]2[S:4][C:3]=1[CH3:23].[N:24]1[CH:29]=[C:28](B(O)O)[CH:27]=[N:26][CH:25]=1.P([O-])([O-])([O-])=O.[K+].[K+].[K+].O. The catalyst is O1CCOCC1.C1C=CC([P]([Pd]([P](C2C=CC=CC=2)(C2C=CC=CC=2)C2C=CC=CC=2)([P](C2C=CC=CC=2)(C2C=CC=CC=2)C2C=CC=CC=2)[P](C2C=CC=CC=2)(C2C=CC=CC=2)C2C=CC=CC=2)(C2C=CC=CC=2)C2C=CC=CC=2)=CC=1. The product is [CH3:23][C:3]1[S:4][C:5]2=[N:10][C:9]([CH2:11][C:12]3[CH:17]=[CH:16][CH:15]=[C:14]([C:18]([F:21])([F:20])[F:19])[CH:13]=3)=[CH:8][C:7](=[O:22])[N:6]2[C:2]=1[C:28]1[CH:29]=[N:24][CH:25]=[N:26][CH:27]=1. The yield is 0.460. (8) The reactants are CC([O-])(C)C.[K+].[CH2:7]([OH:10])[CH2:8][OH:9].[C:11]([O:15][C:16]([N:18]1[CH2:23][CH2:22][CH:21]([C:24]2[C:33]3[C:28](=[CH:29][C:30](F)=[CH:31][CH:32]=3)[N:27]=[CH:26][N:25]=2)[CH2:20][CH2:19]1)=[O:17])([CH3:14])([CH3:13])[CH3:12].CS(C)=O. The catalyst is C([O-])(O)=O.[Na+]. The product is [C:11]([O:15][C:16]([N:18]1[CH2:23][CH2:22][CH:21]([C:24]2[C:33]3[C:28](=[CH:29][C:30]([O:9][CH2:8][CH2:7][OH:10])=[CH:31][CH:32]=3)[N:27]=[CH:26][N:25]=2)[CH2:20][CH2:19]1)=[O:17])([CH3:14])([CH3:12])[CH3:13]. The yield is 0.810.